The task is: Predict the product of the given reaction.. This data is from Forward reaction prediction with 1.9M reactions from USPTO patents (1976-2016). (1) Given the reactants [F:1][C:2]1[CH:7]=[CH:6][C:5]([C:8]2[NH:9][CH:10]=[C:11]([CH2:19][OH:20])[C:12]=2[C:13]2[CH:18]=[CH:17][N:16]=[CH:15][CH:14]=2)=[CH:4][CH:3]=1, predict the reaction product. The product is: [F:1][C:2]1[CH:3]=[CH:4][C:5]([C:8]2[NH:9][CH:10]=[C:11]([CH:19]=[O:20])[C:12]=2[C:13]2[CH:18]=[CH:17][N:16]=[CH:15][CH:14]=2)=[CH:6][CH:7]=1. (2) Given the reactants C(#N)C.[C:4]([C:8]1[CH:13]=[CH:12][C:11](/[C:14](/[C:19]2[CH:24]=[CH:23][C:22]([Cl:25])=[C:21]([O:26][CH3:27])[N:20]=2)=[CH:15]\C(O)=O)=[CH:10][CH:9]=1)([CH3:7])([CH3:6])[CH3:5].[Br:28]N1C(=O)CCC1=O, predict the reaction product. The product is: [Br:28]/[CH:15]=[C:14](/[C:19]1[N:20]=[C:21]([O:26][CH3:27])[C:22]([Cl:25])=[CH:23][CH:24]=1)\[C:11]1[CH:12]=[CH:13][C:8]([C:4]([CH3:7])([CH3:6])[CH3:5])=[CH:9][CH:10]=1. (3) Given the reactants [CH2:1]([N:8]([CH2:10][CH2:11][N:12]1[CH:16]=[CH:15][N:14]=[CH:13]1)C)C1C=CC=CC=1.[H][H], predict the reaction product. The product is: [CH3:1][NH:8][CH2:10][CH2:11][N:12]1[CH:16]=[CH:15][N:14]=[CH:13]1. (4) Given the reactants [S:1]1[CH:5]=[CH:4][N:3]=[C:2]1[CH:6]=O.[CH3:8][NH:9][CH3:10].[BH-](OC(C)=O)(OC(C)=O)OC(C)=O.[Na+], predict the reaction product. The product is: [CH3:8][N:9]([CH3:10])[CH2:6][C:2]1[S:1][CH:5]=[CH:4][N:3]=1. (5) Given the reactants [CH3:1][OH:2].CC1C=CC([S:10]([OH:13])(=[O:12])=[O:11])=CC=1.[CH:14]([Cl:17])([Cl:16])[Cl:15], predict the reaction product. The product is: [CH:14]([Cl:17])([Cl:16])[Cl:15].[CH3:1][OH:2].[S:10](=[O:11])(=[O:2])([OH:12])[OH:13]. (6) Given the reactants [F:1][C:2]1[CH:13]=[CH:12][C:5](/[CH:6]=[CH:7]/[S:8](Cl)(=[O:10])=[O:9])=[CH:4][CH:3]=1.[Cl:14][C:15]1[CH:21]=[CH:20][C:18]([NH2:19])=[CH:17][CH:16]=1, predict the reaction product. The product is: [F:1][C:2]1[CH:13]=[CH:12][C:5](/[CH:6]=[CH:7]/[S:8]([NH:19][C:18]2[CH:20]=[CH:21][C:15]([Cl:14])=[CH:16][CH:17]=2)(=[O:10])=[O:9])=[CH:4][CH:3]=1. (7) Given the reactants CC(OI1(OC(C)=O)(OC(C)=O)OC(=O)C2C=CC=CC1=2)=O.[N:23]([CH:26]1[CH:32]([OH:33])[CH2:31][CH2:30][N:29]([C:34]([O:36][CH2:37][C:38]2[CH:43]=[CH:42][CH:41]=[CH:40][CH:39]=2)=[O:35])[CH2:28][CH2:27]1)=[N+:24]=[N-:25], predict the reaction product. The product is: [N:23]([CH:26]1[C:32](=[O:33])[CH2:31][CH2:30][N:29]([C:34]([O:36][CH2:37][C:38]2[CH:43]=[CH:42][CH:41]=[CH:40][CH:39]=2)=[O:35])[CH2:28][CH2:27]1)=[N+:24]=[N-:25]. (8) Given the reactants [OH:1][C:2]1[CH:3]=[CH:4][C:5]2[C:6]3[N:14]=[C:13]([C:15]4[CH:20]=[CH:19][CH:18]=[C:17]([C:21]([F:24])([F:23])[F:22])[CH:16]=4)[CH:12]=[C:11]([C:25]([O:27][CH3:28])=[O:26])[C:7]=3[NH:8][C:9]=2[CH:10]=1.[F:29][C:30]([F:45])([F:44])[S:31](OC1C=CC([N+]([O-])=O)=CC=1)(=[O:33])=[O:32].C(=O)([O-])[O-].[K+].[K+], predict the reaction product. The product is: [F:22][C:21]([F:24])([F:23])[C:17]1[CH:16]=[C:15]([C:13]2[CH:12]=[C:11]([C:25]([O:27][CH3:28])=[O:26])[C:7]3[NH:8][C:9]4[CH:10]=[C:2]([O:1][S:31]([C:30]([F:45])([F:44])[F:29])(=[O:33])=[O:32])[CH:3]=[CH:4][C:5]=4[C:6]=3[N:14]=2)[CH:20]=[CH:19][CH:18]=1. (9) Given the reactants C1(O[C:8](=[O:29])[NH:9][C:10]2[CH:11]=[N:12][C:13]([O:16][C:17]3[C:22]4[C:23]([CH3:27])([CH3:26])[CH2:24][O:25][C:21]=4[C:20]([CH3:28])=[CH:19][CH:18]=3)=[CH:14][CH:15]=2)C=CC=CC=1.O.[NH2:31][NH2:32].O, predict the reaction product. The product is: [CH3:26][C:23]1([CH3:27])[C:22]2[C:17]([O:16][C:13]3[N:12]=[CH:11][C:10]([NH:9][C:8]([NH:31][NH2:32])=[O:29])=[CH:15][CH:14]=3)=[CH:18][CH:19]=[C:20]([CH3:28])[C:21]=2[O:25][CH2:24]1.